Dataset: Full USPTO retrosynthesis dataset with 1.9M reactions from patents (1976-2016). Task: Predict the reactants needed to synthesize the given product. (1) Given the product [C:25]([C:2]1[N:7]=[CH:6][C:5]([CH:8]([C:16]2[CH:21]=[CH:20][CH:19]=[CH:18][CH:17]=2)[C:9]([CH3:15])([CH3:14])[C:10]([O:12][CH3:13])=[O:11])=[CH:4][CH:3]=1)#[N:26], predict the reactants needed to synthesize it. The reactants are: Cl[C:2]1[N:7]=[CH:6][C:5]([CH:8]([C:16]2[CH:21]=[CH:20][CH:19]=[CH:18][CH:17]=2)[C:9]([CH3:15])([CH3:14])[C:10]([O:12][CH3:13])=[O:11])=[CH:4][CH:3]=1.ClCCl.[CH3:25][N:26](C)C(=O)C. (2) Given the product [CH2:1]([O:8][C:9](=[O:20])[NH:10][C@@H:11]1[CH2:14][C@H:13]([C:15](=[O:17])/[N:16]=[CH:23]/[N:24]([CH3:26])[CH3:25])[C:12]1([CH3:18])[CH3:19])[C:2]1[CH:3]=[CH:4][CH:5]=[CH:6][CH:7]=1, predict the reactants needed to synthesize it. The reactants are: [CH2:1]([O:8][C:9](=[O:20])[NH:10][C@@H:11]1[CH2:14][C@H:13]([C:15](=[O:17])[NH2:16])[C:12]1([CH3:19])[CH3:18])[C:2]1[CH:7]=[CH:6][CH:5]=[CH:4][CH:3]=1.CO[CH:23](OC)[N:24]([CH3:26])[CH3:25]. (3) Given the product [Cl:26][C:23]1[CH:24]=[CH:25][C:20]([S:17]([NH:16][CH:4]([CH2:3][OH:2])[CH:5]([CH2:6][C:7]([F:8])([F:9])[F:10])[CH2:11][C:12]([F:14])([F:13])[F:15])(=[O:18])=[O:19])=[CH:21][CH:22]=1, predict the reactants needed to synthesize it. The reactants are: C[O:2][C:3](=O)[CH:4]([NH:16][S:17]([C:20]1[CH:25]=[CH:24][C:23]([Cl:26])=[CH:22][CH:21]=1)(=[O:19])=[O:18])[CH:5]([CH2:11][C:12]([F:15])([F:14])[F:13])[CH2:6][C:7]([F:10])([F:9])[F:8].[Li+].[BH4-]. (4) Given the product [CH3:25][C@H:23]1[CH2:24][N:19]2[N:18]=[CH:17][C:16]([N:6]3[C:2](=[O:1])[CH2:3][CH:4]([NH:7][C:8](=[O:14])[O:9][C:10]([CH3:11])([CH3:13])[CH3:12])[CH2:5]3)=[C:20]2[CH2:21][NH:22]1, predict the reactants needed to synthesize it. The reactants are: [O:1]=[C:2]1[NH:6][CH2:5][CH:4]([NH:7][C:8](=[O:14])[O:9][C:10]([CH3:13])([CH3:12])[CH3:11])[CH2:3]1.I[C:16]1[CH:17]=[N:18][N:19]2[CH2:24][C@H:23]([CH3:25])[NH:22][CH2:21][C:20]=12.CN[C@@H]1CCCC[C@H]1NC.[O-]P([O-])([O-])=O.[K+].[K+].[K+]. (5) The reactants are: [CH2:1]1[C:14]2[C:5](=[N:6][C:7]3[CH2:8][CH2:9][CH2:10][CH2:11][C:12]=3[CH:13]=2)[CH:4]([OH:15])[CH2:3][CH2:2]1. Given the product [CH2:1]1[C:14]2[C:5](=[N:6][C:7]3[CH2:8][CH2:9][CH2:10][CH2:11][C:12]=3[CH:13]=2)[C:4](=[O:15])[CH2:3][CH2:2]1, predict the reactants needed to synthesize it. (6) Given the product [O:17]1[CH2:4][C@H:5]1[CH2:6][N:7]1[CH2:12][CH2:11][N:10]([S:13]([CH3:16])(=[O:15])=[O:14])[CH2:9][CH2:8]1, predict the reactants needed to synthesize it. The reactants are: [OH-].[Na+].Cl[CH2:4][C@H:5]([OH:17])[CH2:6][N:7]1[CH2:12][CH2:11][N:10]([S:13]([CH3:16])(=[O:15])=[O:14])[CH2:9][CH2:8]1.